This data is from Catalyst prediction with 721,799 reactions and 888 catalyst types from USPTO. The task is: Predict which catalyst facilitates the given reaction. (1) Reactant: [CH3:1][O:2][C:3]1[CH:4]=[C:5]([C:15]2[C:19]3[CH2:20][CH2:21][CH2:22][CH:23]([OH:24])[C:18]=3[O:17][N:16]=2)[CH:6]=[CH:7][C:8]=1[N:9]1[CH:13]=[C:12]([CH3:14])[N:11]=[CH:10]1.[H-].[Na+].Br[CH2:28][C:29]1[CH:34]=[C:33]([F:35])[CH:32]=[C:31]([F:36])[CH:30]=1.O. Product: [F:35][C:33]1[CH:34]=[C:29]([CH:30]=[C:31]([F:36])[CH:32]=1)[CH2:28][O:24][CH:23]1[C:18]2[O:17][N:16]=[C:15]([C:5]3[CH:6]=[CH:7][C:8]([N:9]4[CH:13]=[C:12]([CH3:14])[N:11]=[CH:10]4)=[C:3]([O:2][CH3:1])[CH:4]=3)[C:19]=2[CH2:20][CH2:21][CH2:22]1. The catalyst class is: 39. (2) Reactant: [Cl:1][C:2]1[CH:3]=[C:4]2[C:8](=[CH:9][C:10]=1[Cl:11])[NH:7][C:6]([C:12]1[CH:20]=[CH:19][C:15]([C:16](O)=[O:17])=[CH:14][CH:13]=1)=[CH:5]2.CCN=C=NCCCN(C)C.C1C=NC2N(O)N=NC=2C=1.[NH2:42][CH:43]1[CH2:48][C:47]([CH3:50])([CH3:49])[N:46]([CH3:51])[C:45]([CH3:53])([CH3:52])[CH2:44]1.CCN(C(C)C)C(C)C.[OH-].[Na+]. Product: [Cl:1][C:2]1[CH:3]=[C:4]2[C:8](=[CH:9][C:10]=1[Cl:11])[NH:7][C:6]([C:12]1[CH:20]=[CH:19][C:15]([C:16]([NH:42][CH:43]3[CH2:44][C:45]([CH3:52])([CH3:53])[N:46]([CH3:51])[C:47]([CH3:50])([CH3:49])[CH2:48]3)=[O:17])=[CH:14][CH:13]=1)=[CH:5]2. The catalyst class is: 3. (3) Reactant: [Li+].[Cl-].[CH3:3][C:4]1[CH:9]=[CH:8][C:7]([P:10]([C:15](=[O:22])[C:16]2[CH:21]=[CH:20][CH:19]=[CH:18][CH:17]=2)(=[O:14])[O:11]CC)=[C:6]([CH3:23])[C:5]=1[CH3:24].OS(O)(=O)=O. Product: [CH3:3][C:4]1[CH:9]=[CH:8][C:7]([P:10]([C:15](=[O:22])[C:16]2[CH:17]=[CH:18][CH:19]=[CH:20][CH:21]=2)(=[O:11])[OH:14])=[C:6]([CH3:23])[C:5]=1[CH3:24]. The catalyst class is: 9. (4) Reactant: [Br:1][C:2]1[CH:16]=[C:15]2[C:5]([C:6]([OH:23])=[C:7]([C:18](OCC)=[O:19])[C:8](=[O:17])[C:9]32[CH2:14][CH2:13][O:12][CH2:11][CH2:10]3)=[CH:4][C:3]=1[O:24][CH3:25].Cl.[NH2:27][CH2:28][C:29]([O:31][C:32]([CH3:35])([CH3:34])[CH3:33])=[O:30].CCN(C(C)C)C(C)C. Product: [Br:1][C:2]1[CH:16]=[C:15]2[C:5]([C:6]([OH:23])=[C:7]([C:18]([NH:27][CH2:28][C:29]([O:31][C:32]([CH3:35])([CH3:34])[CH3:33])=[O:30])=[O:19])[C:8](=[O:17])[C:9]32[CH2:14][CH2:13][O:12][CH2:11][CH2:10]3)=[CH:4][C:3]=1[O:24][CH3:25]. The catalyst class is: 12. (5) Reactant: [CH3:1][C:2]1([CH3:18])[C:10]2[C:5](=[CH:6][CH:7]=[CH:8][CH:9]=2)[CH:4]([N:11]2[C:15]([CH:16]=[CH2:17])=[CH:14][N:13]=[CH:12]2)[CH2:3]1. Product: [CH3:1][C:2]1([CH3:18])[C:10]2[C:5](=[CH:6][CH:7]=[CH:8][CH:9]=2)[CH:4]([N:11]2[C:15]([CH2:16][CH3:17])=[CH:14][N:13]=[CH:12]2)[CH2:3]1. The catalyst class is: 19.